This data is from NCI-60 drug combinations with 297,098 pairs across 59 cell lines. The task is: Regression. Given two drug SMILES strings and cell line genomic features, predict the synergy score measuring deviation from expected non-interaction effect. (1) Cell line: UACC-257. Drug 2: CN1C2=C(C=C(C=C2)N(CCCl)CCCl)N=C1CCCC(=O)O.Cl. Synergy scores: CSS=-3.64, Synergy_ZIP=0.359, Synergy_Bliss=-1.94, Synergy_Loewe=-2.81, Synergy_HSA=-2.77. Drug 1: CC1=C(C=C(C=C1)NC(=O)C2=CC=C(C=C2)CN3CCN(CC3)C)NC4=NC=CC(=N4)C5=CN=CC=C5. (2) Drug 1: C1=NC2=C(N=C(N=C2N1C3C(C(C(O3)CO)O)O)F)N. Drug 2: COC1=NC(=NC2=C1N=CN2C3C(C(C(O3)CO)O)O)N. Cell line: RPMI-8226. Synergy scores: CSS=3.23, Synergy_ZIP=0.0980, Synergy_Bliss=-0.122, Synergy_Loewe=2.48, Synergy_HSA=-1.79. (3) Drug 1: C1=CC(=CC=C1CCCC(=O)O)N(CCCl)CCCl. Drug 2: C1=NC2=C(N1)C(=S)N=CN2. Cell line: PC-3. Synergy scores: CSS=13.6, Synergy_ZIP=-9.12, Synergy_Bliss=-12.2, Synergy_Loewe=-9.73, Synergy_HSA=-8.88. (4) Drug 1: CC1=C(C(=O)C2=C(C1=O)N3CC4C(C3(C2COC(=O)N)OC)N4)N. Drug 2: C1CC(CCC1OC2=C(C(=CC=C2)Cl)F)(CC3=NC(=CC=C3)NC4=NC=CS4)C(=O)O. Cell line: NCIH23. Synergy scores: CSS=75.5, Synergy_ZIP=2.29, Synergy_Bliss=1.48, Synergy_Loewe=2.94, Synergy_HSA=9.40.